Dataset: Full USPTO retrosynthesis dataset with 1.9M reactions from patents (1976-2016). Task: Predict the reactants needed to synthesize the given product. (1) Given the product [F:14][C:15]([F:28])([F:29])[C:16]1[CH:17]=[C:18]([CH:21]=[C:22]([C:24]([F:27])([F:25])[F:26])[CH:23]=1)[CH2:19][O:4][C:3](=[O:5])[C:2](=[O:1])[CH2:6][CH2:7][C:8]([OH:10])=[O:9], predict the reactants needed to synthesize it. The reactants are: [O:1]=[C:2]([CH2:6][CH2:7][C:8]([OH:10])=[O:9])[C:3]([OH:5])=[O:4].[H-].[Na+].[Na].[F:14][C:15]([F:29])([F:28])[C:16]1[CH:17]=[C:18]([CH:21]=[C:22]([C:24]([F:27])([F:26])[F:25])[CH:23]=1)[CH2:19]Br. (2) Given the product [C:29]1([CH:25]([CH:22]2[CH2:23][CH2:24][N:19]([S:16]([CH3:15])(=[O:18])=[O:17])[CH2:20][CH2:21]2)[CH2:26][CH2:27][N:51]2[CH2:52][CH2:53][CH:48]([CH2:47][CH2:46][S:43]([C:40]3[CH:39]=[CH:38][C:37]([F:36])=[CH:42][CH:41]=3)(=[O:45])=[O:44])[CH2:49][CH2:50]2)[CH:34]=[CH:33][CH:32]=[CH:31][CH:30]=1, predict the reactants needed to synthesize it. The reactants are: C(O[BH-](OC(=O)C)OC(=O)C)(=O)C.[Na+].[CH3:15][S:16]([N:19]1[CH2:24][CH2:23][CH:22]([CH:25]([C:29]2[CH:34]=[CH:33][CH:32]=[CH:31][CH:30]=2)[CH2:26][CH:27]=O)[CH2:21][CH2:20]1)(=[O:18])=[O:17].Cl.[F:36][C:37]1[CH:42]=[CH:41][C:40]([S:43]([CH2:46][CH2:47][CH:48]2[CH2:53][CH2:52][NH:51][CH2:50][CH2:49]2)(=[O:45])=[O:44])=[CH:39][CH:38]=1. (3) Given the product [CH3:10][O:9][C:7]1[CH:6]=[C:5]([CH2:11][CH2:12][C:13]2[N:14]=[C:15]3[CH:21]=[C:20]([CH2:22][CH2:23][CH2:24][N:25]([CH2:28][CH3:29])[CH2:26][CH3:27])[NH:19][C:16]3=[N:17][CH:18]=2)[CH:4]=[C:3]([O:2][CH3:1])[CH:8]=1, predict the reactants needed to synthesize it. The reactants are: [CH3:1][O:2][C:3]1[CH:4]=[C:5]([CH2:11][CH2:12][C:13]2[N:14]=[C:15]3[CH:21]=[C:20]([C:22]#[C:23][CH2:24][N:25]([CH2:28][CH3:29])[CH2:26][CH3:27])[NH:19][C:16]3=[N:17][CH:18]=2)[CH:6]=[C:7]([O:9][CH3:10])[CH:8]=1. (4) Given the product [Cl:1][C:2]1[CH:3]=[C:4]2[C:8](=[C:9]([F:11])[CH:10]=1)[NH:7][C:6]([CH2:12][OH:13])=[CH:5]2, predict the reactants needed to synthesize it. The reactants are: [Cl:1][C:2]1[CH:3]=[C:4]2[C:8](=[C:9]([F:11])[CH:10]=1)[NH:7][C:6]([C:12](OCC)=[O:13])=[CH:5]2.[H-].[Al+3].[Li+].[H-].[H-].[H-]. (5) Given the product [Br:19][C:9]1[S:10][C:11]([C:13]2[CH:14]=[CH:15][CH:16]=[CH:17][CH:18]=2)=[CH:12][C:8]=1[C:6]([OH:7])=[O:5], predict the reactants needed to synthesize it. The reactants are: [OH-].[K+].C([O:5][C:6]([C:8]1[CH:12]=[C:11]([C:13]2[CH:18]=[CH:17][CH:16]=[CH:15][CH:14]=2)[S:10][C:9]=1[Br:19])=[O:7])C. (6) Given the product [OH:20][C:14]1[CH:19]=[CH:18][C:17]([C:2](=[O:13])[CH2:3][CH2:4][CH2:5][CH2:6][CH2:7][CH2:8][CH2:9][CH2:10][C:11]([OH:1])=[O:12])=[CH:16][CH:15]=1, predict the reactants needed to synthesize it. The reactants are: [O:1]1[C:11](=[O:12])[CH2:10][CH2:9][CH2:8][CH2:7][CH2:6][CH2:5][CH2:4][CH2:3][C:2]1=[O:13].[C:14]1([OH:20])[CH:19]=[CH:18][CH:17]=[CH:16][CH:15]=1.[Cl-].[Cl-].[Cl-].[Al+3]. (7) Given the product [OH:1][C@@H:2]1[CH2:6][C@H:5]([OH:7])[C@H:4]([CH2:8]/[CH:9]=[CH:10]\[CH2:11][CH2:12][CH2:13][C:14]([O:16][CH:40]([CH3:42])[CH3:41])=[O:15])[C@H:3]1/[CH:17]=[CH:18]/[C@@H:19]([OH:32])[CH2:20][O:21][C:22]1[CH:27]=[CH:26][CH:25]=[C:24]([C:28]([F:29])([F:30])[F:31])[CH:23]=1, predict the reactants needed to synthesize it. The reactants are: [OH:1][C@@H:2]1[CH2:6][C@H:5]([OH:7])[C@H:4]([CH2:8]/[CH:9]=[CH:10]\[CH2:11][CH2:12][CH2:13][C:14]([OH:16])=[O:15])[C@H:3]1/[CH:17]=[CH:18]/[C@@H:19]([OH:32])[CH2:20][O:21][C:22]1[CH:27]=[CH:26][CH:25]=[C:24]([C:28]([F:31])([F:30])[F:29])[CH:23]=1.C([O-])([O-])=O.[K+].[K+].I[CH:40]([CH3:42])[CH3:41].O.